This data is from Forward reaction prediction with 1.9M reactions from USPTO patents (1976-2016). The task is: Predict the product of the given reaction. (1) Given the reactants [O:1]=[C:2]1[C@H:8]([CH2:9][C:10]([O:12]C)=[O:11])[CH2:7][C:6]2[CH:14]=[CH:15][C:16]([O:18][CH2:19][CH2:20][CH2:21][N:22]([C:30]3[CH:35]=[CH:34][CH:33]=[CH:32][N:31]=3)[C:23]([O:25][C:26]([CH3:29])([CH3:28])[CH3:27])=[O:24])=[CH:17][C:5]=2[CH2:4][N:3]1[CH2:36][C:37]1[CH:42]=[CH:41][C:40]([C:43]([F:46])([F:45])[F:44])=[CH:39][CH:38]=1.O=C1C(CC(OC)=O)CC2C=CC(OCCCN(C3C=CC=CN=3)C(OC(C)(C)C)=O)=CC=2CN1CC1C=CC(C(F)(F)F)=CC=1, predict the reaction product. The product is: [O:1]=[C:2]1[C@H:8]([CH2:9][C:10]([OH:12])=[O:11])[CH2:7][C:6]2[CH:14]=[CH:15][C:16]([O:18][CH2:19][CH2:20][CH2:21][N:22]([C:30]3[CH:35]=[CH:34][CH:33]=[CH:32][N:31]=3)[C:23]([O:25][C:26]([CH3:29])([CH3:28])[CH3:27])=[O:24])=[CH:17][C:5]=2[CH2:4][N:3]1[CH2:36][C:37]1[CH:42]=[CH:41][C:40]([C:43]([F:46])([F:44])[F:45])=[CH:39][CH:38]=1. (2) Given the reactants Br[C:2]1[C:10]2[C:5](=[CH:6][CH:7]=[C:8]([C:11]([OH:13])=[O:12])[CH:9]=2)[N:4]([CH2:14][CH:15]([CH3:17])[CH3:16])[C:3]=1[C:18]([O:20][CH2:21][CH3:22])=[O:19].C(O)=O.C(N(CC)CC)C.C(OCC)(=O)C, predict the reaction product. The product is: [CH2:21]([O:20][C:18]([C:3]1[N:4]([CH2:14][CH:15]([CH3:16])[CH3:17])[C:5]2[C:10]([CH:2]=1)=[CH:9][C:8]([C:11]([OH:13])=[O:12])=[CH:7][CH:6]=2)=[O:19])[CH3:22].